This data is from Full USPTO retrosynthesis dataset with 1.9M reactions from patents (1976-2016). The task is: Predict the reactants needed to synthesize the given product. (1) Given the product [CH2:1]([O:8][C:9]1[CH:14]=[C:13]([CH:12]=[CH:11][N:10]=1)[CH:15]=[O:16])[C:2]1[CH:3]=[CH:4][CH:5]=[CH:6][CH:7]=1, predict the reactants needed to synthesize it. The reactants are: [CH2:1]([O:8][C:9]1[CH:14]=[C:13]([CH2:15][OH:16])[CH:12]=[CH:11][N:10]=1)[C:2]1[CH:7]=[CH:6][CH:5]=[CH:4][CH:3]=1. (2) Given the product [NH2:11][C:3]1[C:4]2[CH:9]=[CH:8][C:7]([NH:10][C:14](=[O:15])[C@:13]([OH:12])([C@H:18]3[O:23][CH2:22][CH2:21][N:20]([C:24]4[CH:28]=[CH:27][N:26]([C:29]5[CH:34]=[CH:33][N:32]=[C:31]([O:35][CH3:36])[CH:30]=5)[N:25]=4)[C:19]3=[O:37])[CH3:17])=[CH:6][C:5]=2[O:1][N:2]=1, predict the reactants needed to synthesize it. The reactants are: [O:1]1[C:5]2[CH:6]=[C:7]([NH2:10])[CH:8]=[CH:9][C:4]=2[C:3]([NH2:11])=[N:2]1.[OH:12][C@@:13]([C@H:18]1[O:23][CH2:22][CH2:21][N:20]([C:24]2[CH:28]=[CH:27][N:26]([C:29]3[CH:34]=[CH:33][N:32]=[C:31]([O:35][CH3:36])[CH:30]=3)[N:25]=2)[C:19]1=[O:37])([CH3:17])[C:14](O)=[O:15].C1C=NC2N(O)N=NC=2C=1.CCN=C=NCCCN(C)C.Cl. (3) Given the product [CH3:10][C:2]([S:11][C:12]1[CH:17]=[CH:16][C:15]([CH2:18][N:19]([CH2:36][C:37]2[S:38][CH:39]=[CH:40][N:41]=2)[C:20]2[CH:25]=[C:24]([C:26]3[CH:31]=[CH:30][CH:29]=[C:28]([C:32]([F:34])([F:33])[F:35])[CH:27]=3)[N:23]=[CH:22][N:21]=2)=[CH:14][CH:13]=1)([CH3:1])[C:3]([OH:5])=[O:4], predict the reactants needed to synthesize it. The reactants are: [CH3:1][C:2]([S:11][C:12]1[CH:17]=[CH:16][C:15]([CH2:18][N:19]([CH2:36][C:37]2[S:38][CH:39]=[CH:40][N:41]=2)[C:20]2[CH:25]=[C:24]([C:26]3[CH:31]=[CH:30][CH:29]=[C:28]([C:32]([F:35])([F:34])[F:33])[CH:27]=3)[N:23]=[CH:22][N:21]=2)=[CH:14][CH:13]=1)([CH3:10])[C:3]([O:5]C(C)(C)C)=[O:4].C(O)(C(F)(F)F)=O. (4) Given the product [CH3:1][O:2][C:3]([C:4]1[C:5]2[O:11][C:14]([NH2:13])=[N:10][C:6]=2[CH:7]=[CH:8][CH:9]=1)=[O:12], predict the reactants needed to synthesize it. The reactants are: [CH3:1][O:2][C:3](=[O:12])[C:4]1[CH:9]=[CH:8][CH:7]=[C:6]([NH2:10])[C:5]=1[OH:11].[N:13]#[C:14]Br.C(O)C. (5) The reactants are: [Cl:1][C:2]1[CH:7]=[C:6]([S:8][C:9]2[CH:14]=[CH:13][CH:12]=[C:11]([C:15]([F:18])([F:17])[F:16])[CH:10]=2)[CH:5]=[CH:4][C:3]=1[CH2:19][CH2:20][CH2:21][C:22]([C:27]([O:29][CH2:30][CH3:31])=[O:28])([CH3:26])C(O)=O.C1(P(N=[N+]=[N-])(C2C=CC=CC=2)=O)C=CC=CC=1.[CH3:49][O-:50].[Na+].[Cl-].[NH4+:53].[CH3:54][OH:55]. Given the product [Cl:1][C:2]1[CH:7]=[C:6]([S:8][C:9]2[CH:14]=[CH:13][CH:12]=[C:11]([C:15]([F:16])([F:18])[F:17])[CH:10]=2)[CH:5]=[CH:4][C:3]=1[CH2:19][CH2:20][CH2:21][C:22]([NH:53][C:49]([O:55][CH3:54])=[O:50])([CH3:26])[C:27]([O:29][CH2:30][CH3:31])=[O:28], predict the reactants needed to synthesize it. (6) The reactants are: CC1(C)[O:6][C@@H:5]([CH2:7][CH2:8][NH:9][C:10]([CH:12]2[CH:16]([C:17]3[CH:22]=[CH:21][CH:20]=[C:19]([Cl:23])[C:18]=3[F:24])[C:15]([C:27]3[CH:32]=[CH:31][C:30]([Cl:33])=[CH:29][C:28]=3[F:34])([C:25]#[N:26])[CH:14]([CH2:35][C:36]([CH3:44])([CH3:43])[CH2:37][CH2:38][NH:39][C:40](=[O:42])[CH3:41])[NH:13]2)=[O:11])[CH2:4][O:3]1.Cl. Given the product [OH:6][C@H:5]([CH2:4][OH:3])[CH2:7][CH2:8][NH:9][C:10]([CH:12]1[CH:16]([C:17]2[CH:22]=[CH:21][CH:20]=[C:19]([Cl:23])[C:18]=2[F:24])[C:15]([C:27]2[CH:32]=[CH:31][C:30]([Cl:33])=[CH:29][C:28]=2[F:34])([C:25]#[N:26])[CH:14]([CH2:35][C:36]([CH3:43])([CH3:44])[CH2:37][CH2:38][NH:39][C:40](=[O:42])[CH3:41])[NH:13]1)=[O:11], predict the reactants needed to synthesize it. (7) Given the product [CH2:1]([O:3][C:4]([C:6]1[S:10][C:9]([NH:11][C:12]2[CH:17]=[C:16]([CH2:18][N:33]3[CH2:34][CH2:35][N:30]([CH3:29])[CH2:31][CH2:32]3)[CH:15]=[CH:14][C:13]=2[N+:20]([O-:22])=[O:21])=[N:8][C:7]=1[C:23]1[CH:24]=[CH:25][CH:26]=[CH:27][CH:28]=1)=[O:5])[CH3:2], predict the reactants needed to synthesize it. The reactants are: [CH2:1]([O:3][C:4]([C:6]1[S:10][C:9]([NH:11][C:12]2[CH:17]=[C:16]([CH:18]=O)[CH:15]=[CH:14][C:13]=2[N+:20]([O-:22])=[O:21])=[N:8][C:7]=1[C:23]1[CH:28]=[CH:27][CH:26]=[CH:25][CH:24]=1)=[O:5])[CH3:2].[CH3:29][N:30]1[CH2:35][CH2:34][NH:33][CH2:32][CH2:31]1.C(O[BH-](OC(=O)C)OC(=O)C)(=O)C.[Na+]. (8) The reactants are: Br.Br[CH2:3][C:4]([C:6]1[CH:7]=[N:8][CH:9]=[CH:10][CH:11]=1)=[O:5].[CH2:12]([NH:15][CH2:16][CH:17]=[CH2:18])[CH:13]=[CH2:14].C(N(C(C)C)CC)(C)C. Given the product [CH2:12]([N:15]([CH2:16][CH:17]=[CH2:18])[CH2:3][C:4]([C:6]1[CH:7]=[N:8][CH:9]=[CH:10][CH:11]=1)=[O:5])[CH:13]=[CH2:14], predict the reactants needed to synthesize it. (9) Given the product [Cl:1][C:2]1[CH:10]=[C:9]2[C:5]([C:6]([C:12]3[N:17]=[C:16]4[C:18]([C:29]([NH:46][CH2:45][CH:44]5[CH2:42][CH2:43]5)=[O:30])=[CH:19][N:20]([CH2:21][O:22][CH2:23][CH2:24][Si:25]([CH3:28])([CH3:27])[CH3:26])[C:15]4=[N:14][CH:13]=3)=[N:7][N:8]2[CH3:11])=[CH:4][CH:3]=1, predict the reactants needed to synthesize it. The reactants are: [Cl:1][C:2]1[CH:10]=[C:9]2[C:5]([C:6]([C:12]3[N:17]=[C:16]4[C:18]([C:29](O)=[O:30])=[CH:19][N:20]([CH2:21][O:22][CH2:23][CH2:24][Si:25]([CH3:28])([CH3:27])[CH3:26])[C:15]4=[N:14][CH:13]=3)=[N:7][N:8]2[CH3:11])=[CH:4][CH:3]=1.CN(C(ON1N=N[C:42]2[CH:43]=[CH:44][CH:45]=[N:46]C1=2)=[N+](C)C)C.F[P-](F)(F)(F)(F)F.C(N(CC)C(C)C)(C)C.C1(CN)CC1. (10) Given the product [CH3:5][C:2]([C:6]1[CH:11]=[CH:10][C:9]([N+:12]([O-:14])=[O:13])=[CH:8][C:7]=1[C:15]1[CH:16]=[N:17][CH:18]=[CH:19][CH:20]=1)([CH3:1])[CH2:3][NH2:4], predict the reactants needed to synthesize it. The reactants are: [CH3:1][C:2]([C:6]1[CH:11]=[CH:10][C:9]([N+:12]([O-:14])=[O:13])=[CH:8][C:7]=1[C:15]1[CH:16]=[N:17][CH:18]=[CH:19][CH:20]=1)([CH3:5])[C:3]#[N:4].B.C1COCC1.